Task: Regression. Given a peptide amino acid sequence and an MHC pseudo amino acid sequence, predict their binding affinity value. This is MHC class I binding data.. Dataset: Peptide-MHC class I binding affinity with 185,985 pairs from IEDB/IMGT (1) The peptide sequence is RTDNGGWAH. The MHC is HLA-B39:01 with pseudo-sequence HLA-B39:01. The binding affinity (normalized) is 0.0847. (2) The peptide sequence is LNQAVNNLV. The MHC is HLA-A02:06 with pseudo-sequence HLA-A02:06. The binding affinity (normalized) is 0.120. (3) The binding affinity (normalized) is 0.0847. The peptide sequence is HEEFTTNYL. The MHC is HLA-B58:01 with pseudo-sequence HLA-B58:01. (4) The peptide sequence is DCKTILKAL. The MHC is HLA-A02:03 with pseudo-sequence HLA-A02:03. The binding affinity (normalized) is 0. (5) The peptide sequence is SEIQLQRLC. The MHC is HLA-B45:01 with pseudo-sequence HLA-B45:01. The binding affinity (normalized) is 0.362. (6) The peptide sequence is SMGFKVTTR. The MHC is HLA-A31:01 with pseudo-sequence HLA-A31:01. The binding affinity (normalized) is 0.939.